This data is from Forward reaction prediction with 1.9M reactions from USPTO patents (1976-2016). The task is: Predict the product of the given reaction. (1) Given the reactants [CH2:1]([N:8]1[C:16]2[C:11](=[CH:12][C:13]([NH2:17])=[CH:14][CH:15]=2)[CH:10]=[CH:9]1)[C:2]1[CH:7]=[CH:6][CH:5]=[CH:4][CH:3]=1.Br[C:19]1[CH:28]=[CH:27][C:26]([CH:29]2[CH2:31][CH2:30]2)=[CH:25][C:20]=1[C:21]([O:23][CH3:24])=[O:22].C(=O)([O-])[O-].[Cs+].[Cs+].C1(C)C=CC=CC=1, predict the reaction product. The product is: [CH2:1]([N:8]1[C:16]2[C:11](=[CH:12][C:13]([NH:17][C:19]3[CH:28]=[CH:27][C:26]([CH:29]4[CH2:31][CH2:30]4)=[CH:25][C:20]=3[C:21]([O:23][CH3:24])=[O:22])=[CH:14][CH:15]=2)[CH:10]=[CH:9]1)[C:2]1[CH:3]=[CH:4][CH:5]=[CH:6][CH:7]=1. (2) The product is: [ClH:39].[ClH:39].[NH2:7][CH2:8][CH2:9][CH:10]([CH2:29][C:30]1[CH:31]=[CH:32][C:33]([CH3:36])=[CH:34][CH:35]=1)[C:11]([N:12]1[CH2:13][CH2:14][N:15]([C:18]2[C:27]3[C:22](=[CH:23][CH:24]=[CH:25][CH:26]=3)[N:21]=[CH:20][N:19]=2)[CH2:16][CH2:17]1)=[O:28]. Given the reactants C(OC(=O)[NH:7][CH2:8][CH2:9][CH:10]([CH2:29][C:30]1[CH:35]=[CH:34][C:33]([CH3:36])=[CH:32][CH:31]=1)[C:11](=[O:28])[N:12]1[CH2:17][CH2:16][N:15]([C:18]2[C:27]3[C:22](=[CH:23][CH:24]=[CH:25][CH:26]=3)[N:21]=[CH:20][N:19]=2)[CH2:14][CH2:13]1)(C)(C)C.C(Cl)[Cl:39], predict the reaction product.